This data is from Forward reaction prediction with 1.9M reactions from USPTO patents (1976-2016). The task is: Predict the product of the given reaction. (1) Given the reactants [Cl:1][C:2]1[CH:10]=[CH:9][C:8]2[NH:7][C:6]3[CH2:11][CH2:12][N:13]([CH3:15])[CH2:14][C:5]=3[C:4]=2[CH:3]=1.[CH3:16][N:17]([CH3:26])[C:18]1[CH:23]=[CH:22][C:21]([CH:24]=[CH2:25])=[CH:20][N:19]=1.[OH-].[K+], predict the reaction product. The product is: [Cl:1][C:2]1[CH:10]=[CH:9][C:8]2[N:7]([CH2:25][CH2:24][C:21]3[CH:22]=[CH:23][C:18]([N:17]([CH3:26])[CH3:16])=[N:19][CH:20]=3)[C:6]3[CH2:11][CH2:12][N:13]([CH3:15])[CH2:14][C:5]=3[C:4]=2[CH:3]=1. (2) Given the reactants Br[C:2]1[CH:3]=[C:4]([CH:7]=[CH:8][CH:9]=1)[C:5]#[N:6].[C:10]1([C:16]([C:19]2[CH:24]=[CH:23][CH:22]=[CH:21][CH:20]=2)=[N:17][NH2:18])[CH:15]=[CH:14][CH:13]=[CH:12][CH:11]=1, predict the reaction product. The product is: [C:10]1([C:16]([C:19]2[CH:24]=[CH:23][CH:22]=[CH:21][CH:20]=2)=[N:17][NH:18][C:2]2[CH:3]=[C:4]([CH:7]=[CH:8][CH:9]=2)[C:5]#[N:6])[CH:11]=[CH:12][CH:13]=[CH:14][CH:15]=1. (3) Given the reactants [CH2:1]([O:8][C:9]([N:11]1[CH2:20][CH2:19][C:18]2[C:13](=[CH:14][C:15]([O:21][CH2:22][C:23]3([C:36]([O:38][CH2:39][CH3:40])=[O:37])[CH2:28][CH2:27][N:26](C(OC(C)(C)C)=O)[CH2:25][CH2:24]3)=[CH:16][CH:17]=2)[CH2:12]1)=[O:10])[C:2]1[CH:7]=[CH:6][CH:5]=[CH:4][CH:3]=1.FC(F)(F)C(O)=O, predict the reaction product. The product is: [CH2:1]([O:8][C:9]([N:11]1[CH2:20][CH2:19][C:18]2[C:13](=[CH:14][C:15]([O:21][CH2:22][C:23]3([C:36]([O:38][CH2:39][CH3:40])=[O:37])[CH2:24][CH2:25][NH:26][CH2:27][CH2:28]3)=[CH:16][CH:17]=2)[CH2:12]1)=[O:10])[C:2]1[CH:3]=[CH:4][CH:5]=[CH:6][CH:7]=1. (4) Given the reactants C([O:3][C:4]([C:6]1[N:7]=[C:8]([NH:11][C:12]2[CH:17]=[CH:16][CH:15]=[CH:14][C:13]=2/[CH:18]=[CH:19]/[C:20]2[C:28]3[C:23](=[CH:24][CH:25]=[CH:26][CH:27]=3)[NH:22][N:21]=2)[S:9][CH:10]=1)=[O:5])C.[OH-].[Na+].O, predict the reaction product. The product is: [NH:22]1[C:23]2[C:28](=[CH:27][CH:26]=[CH:25][CH:24]=2)[C:20](/[CH:19]=[CH:18]/[C:13]2[CH:14]=[CH:15][CH:16]=[CH:17][C:12]=2[NH:11][C:8]2[S:9][CH:10]=[C:6]([C:4]([OH:5])=[O:3])[N:7]=2)=[N:21]1. (5) Given the reactants [OH:1][CH:2]1[CH2:7][CH2:6][O:5][CH2:4][CH2:3]1.O[C:9]1[CH:10]=[C:11]([CH:17]=[CH:18][CH:19]=1)[C:12]([O:14]CC)=[O:13], predict the reaction product. The product is: [O:5]1[CH2:6][CH2:7][CH:2]([O:1][C:9]2[CH:10]=[C:11]([CH:17]=[CH:18][CH:19]=2)[C:12]([OH:14])=[O:13])[CH2:3][CH2:4]1.